Task: Regression/Classification. Given a drug SMILES string, predict its absorption, distribution, metabolism, or excretion properties. Task type varies by dataset: regression for continuous measurements (e.g., permeability, clearance, half-life) or binary classification for categorical outcomes (e.g., BBB penetration, CYP inhibition). Dataset: cyp2c9_veith.. Dataset: CYP2C9 inhibition data for predicting drug metabolism from PubChem BioAssay (1) The molecule is CCCC/C=C/C(NC(=O)c1ccc(C(=O)OC)cc1)c1ccccc1. The result is 1 (inhibitor). (2) The drug is c1ccc2cc(C3=NCCN3)ncc2c1. The result is 0 (non-inhibitor). (3) The molecule is CN(Cc1ccco1)c1ncnc2ccc(-c3cccnc3)cc12. The result is 0 (non-inhibitor). (4) The molecule is C[C@H]1COC(=O)CC=C[C@@H](C)[C@@H]2C=C[C@@H](O)[C@@H](COC1=O)O2. The result is 0 (non-inhibitor). (5) The drug is N[C@](CC1c2ccccc2Oc2ccccc21)(C(=O)O)[C@@H]1C[C@@H]1C(=O)O. The result is 0 (non-inhibitor). (6) The molecule is COc1ccccc1CNC(=O)C/C(C)=N/NC(=O)Cc1ccccc1. The result is 0 (non-inhibitor).